Dataset: TCR-epitope binding with 47,182 pairs between 192 epitopes and 23,139 TCRs. Task: Binary Classification. Given a T-cell receptor sequence (or CDR3 region) and an epitope sequence, predict whether binding occurs between them. (1) The epitope is RQLLFVVEV. The TCR CDR3 sequence is CSVEDHLAGRETQYF. Result: 1 (the TCR binds to the epitope). (2) Result: 0 (the TCR does not bind to the epitope). The epitope is GTHWFVTQR. The TCR CDR3 sequence is CASSKREIRSTGTLRYEQYF. (3) The epitope is VTEHDTLLY. The TCR CDR3 sequence is CAWSLVEGTGELFF. Result: 1 (the TCR binds to the epitope). (4) The epitope is PKYVKQNTLKLAT. The TCR CDR3 sequence is CASTGGGGPFQAFF. Result: 1 (the TCR binds to the epitope). (5) The epitope is IPIQASLPF. The TCR CDR3 sequence is CASSFSGFEQFF. Result: 0 (the TCR does not bind to the epitope). (6) The epitope is IVTDFSVIK. The TCR CDR3 sequence is CASSFWTGGTDTQYF. Result: 1 (the TCR binds to the epitope). (7) Result: 0 (the TCR does not bind to the epitope). The TCR CDR3 sequence is CASSLYTDNYYGYTF. The epitope is IPSINVHHY. (8) The epitope is QARQMVQAMRTIGTHP. The TCR CDR3 sequence is CASSLALSGNEQFF. Result: 1 (the TCR binds to the epitope). (9) The epitope is KLPDDFTGCV. The TCR CDR3 sequence is CASSLAPTDTQYF. Result: 1 (the TCR binds to the epitope). (10) The epitope is RILGAGCFV. The TCR CDR3 sequence is CASSEPVDGGDTEAFF. Result: 0 (the TCR does not bind to the epitope).